From a dataset of Catalyst prediction with 721,799 reactions and 888 catalyst types from USPTO. Predict which catalyst facilitates the given reaction. Reactant: [CH:1]1([C:4]([NH:6][C:7]2[NH:11][C:10]3[CH:12]=[C:13]([O:16][C:17]4[CH:18]=[C:19]([NH:23]C(=O)OC(C)(C)C)[CH:20]=[CH:21][CH:22]=4)[CH:14]=[CH:15][C:9]=3[N:8]=2)=[O:5])[CH2:3][CH2:2]1. Product: [NH2:23][C:19]1[CH:18]=[C:17]([CH:22]=[CH:21][CH:20]=1)[O:16][C:13]1[CH:14]=[CH:15][C:9]2[N:8]=[C:7]([NH:6][C:4]([CH:1]3[CH2:3][CH2:2]3)=[O:5])[NH:11][C:10]=2[CH:12]=1. The catalyst class is: 55.